This data is from CYP3A4 inhibition data for predicting drug metabolism from PubChem BioAssay. The task is: Regression/Classification. Given a drug SMILES string, predict its absorption, distribution, metabolism, or excretion properties. Task type varies by dataset: regression for continuous measurements (e.g., permeability, clearance, half-life) or binary classification for categorical outcomes (e.g., BBB penetration, CYP inhibition). Dataset: cyp3a4_veith. (1) The molecule is COc1ncc2nc(-c3cccs3)c(=O)n(CCc3ccccc3)c2n1. The result is 1 (inhibitor). (2) The molecule is CCOC(=O)Nc1ccc2c(c1)OCO2. The result is 1 (inhibitor). (3) The molecule is C1CCC(N=C(NC23CC4CC(CC(C4)C2)C3)N2CCOCC2)CC1.Cl. The result is 0 (non-inhibitor). (4) The drug is COc1ccc(OCCn2c(C)c(/C=N/n3cnnc3)c3ccccc32)cc1. The result is 1 (inhibitor). (5) The drug is CN(C)C(=O)c1ccc(-c2nc(-n3ccnc3)c3ccccc3n2)cc1. The result is 1 (inhibitor). (6) The molecule is Cc1ccc2cc3cc(C(=O)N4CCCCC4C)oc3nc2c1. The result is 1 (inhibitor). (7) The drug is O=C(c1ccc2c(c1)N(Cc1ccccc1)C(=O)CS2)N1CCOCC1. The result is 0 (non-inhibitor). (8) The result is 0 (non-inhibitor). The molecule is O=C(c1cnccn1)N1CCC2(CC1)CN(Cc1ccncc1)C2. (9) The molecule is O=C1Nc2ccccc2Nc2ncccc21. The result is 0 (non-inhibitor). (10) The molecule is CC1CCN(c2ccccc2NC(=S)NC(=O)c2cccs2)CC1. The result is 1 (inhibitor).